From a dataset of Full USPTO retrosynthesis dataset with 1.9M reactions from patents (1976-2016). Predict the reactants needed to synthesize the given product. (1) Given the product [NH2:19][C:10]1[C:9]2[N:8]=[C:7]([CH2:20][CH2:21][O:22][CH3:23])[N:6]([CH2:5][CH2:4][CH2:3][CH2:2][NH:1][CH2:24][C:26]3[CH:27]=[C:28]([CH:38]=[CH:39][CH:40]=3)[O:29][CH2:30][C:31]([O:33][C:34]([CH3:37])([CH3:35])[CH3:36])=[O:32])[C:18]=2[C:17]2[CH:16]=[CH:15][CH:14]=[CH:13][C:12]=2[N:11]=1, predict the reactants needed to synthesize it. The reactants are: [NH2:1][CH2:2][CH2:3][CH2:4][CH2:5][N:6]1[C:18]2[C:17]3[CH:16]=[CH:15][CH:14]=[CH:13][C:12]=3[N:11]=[C:10]([NH2:19])[C:9]=2[N:8]=[C:7]1[CH2:20][CH2:21][O:22][CH3:23].[CH:24]([C:26]1[CH:27]=[C:28]([CH:38]=[CH:39][CH:40]=1)[O:29][CH2:30][C:31]([O:33][C:34]([CH3:37])([CH3:36])[CH3:35])=[O:32])=O. (2) The reactants are: [OH:1][C:2]1[C:11]2[C:6](=[CH:7][CH:8]=[C:9]([O:12][CH3:13])[N:10]=2)[N:5]=[CH:4][CH:3]=1.N1C(C)=CC=CC=1C.[F:22][C:23]([F:36])([F:35])[S:24](O[S:24]([C:23]([F:36])([F:35])[F:22])(=[O:26])=[O:25])(=[O:26])=[O:25]. Given the product [F:22][C:23]([F:36])([F:35])[S:24]([O:1][C:2]1[C:11]2[C:6](=[CH:7][CH:8]=[C:9]([O:12][CH3:13])[N:10]=2)[N:5]=[CH:4][CH:3]=1)(=[O:26])=[O:25], predict the reactants needed to synthesize it. (3) Given the product [Br:19][C:20]1[CH:28]=[CH:27][CH:26]=[CH:25][C:21]=1[C:22]([N:7]1[CH2:6][CH:5]2[CH2:1][N:2]([C:9]3[CH:18]=[N:17][C:16]4[C:11](=[CH:12][CH:13]=[CH:14][CH:15]=4)[N:10]=3)[CH2:3][CH:4]2[CH2:8]1)=[O:23], predict the reactants needed to synthesize it. The reactants are: [CH2:1]1[CH:5]2[CH2:6][NH:7][CH2:8][CH:4]2[CH2:3][N:2]1[C:9]1[CH:18]=[N:17][C:16]2[C:11](=[CH:12][CH:13]=[CH:14][CH:15]=2)[N:10]=1.[Br:19][C:20]1[CH:28]=[CH:27][CH:26]=[CH:25][C:21]=1[C:22](O)=[O:23].